This data is from Forward reaction prediction with 1.9M reactions from USPTO patents (1976-2016). The task is: Predict the product of the given reaction. (1) Given the reactants [Cl:1][C:2]([N:4]1[C@H:9]([CH3:10])[CH2:8][N:7](C(OC(C)(C)C)=O)[CH2:6][C@@H:5]1[CH3:18])=[O:3].[F:19][C:20]1[C:27]([F:28])=[CH:26][CH:25]=[CH:24][C:21]=1[CH2:22][OH:23], predict the reaction product. The product is: [ClH:1].[CH3:18][C@H:5]1[CH2:6][NH:7][CH2:8][C@@H:9]([CH3:10])[N:4]1[C:2]([O:23][CH2:22][C:21]1[CH:24]=[CH:25][CH:26]=[C:27]([F:28])[C:20]=1[F:19])=[O:3]. (2) Given the reactants Cl[C:2](OC1C=CC([N+]([O-])=O)=CC=1)=[O:3].[NH2:14][C@H:15]([CH2:35][C:36]1[CH:41]=[CH:40][C:39]([O:42][CH3:43])=[CH:38][CH:37]=1)[C:16]([N:18]1[CH2:23][CH2:22][C:21]([C:30](=[O:34])[CH2:31][CH2:32][CH3:33])([CH:24]2[CH2:29][CH2:28][CH2:27][CH2:26][CH2:25]2)[CH2:20][CH2:19]1)=[O:17].[NH4+].[OH-].Cl.Cl.[NH:48]1[CH:52]=[C:51]([CH2:53][CH2:54][NH2:55])[N:50]=[N:49]1.C(N(CC)CC)C, predict the reaction product. The product is: [C:30]([C:21]1([CH:24]2[CH2:25][CH2:26][CH2:27][CH2:28][CH2:29]2)[CH2:22][CH2:23][N:18]([C:16](=[O:17])[C@H:15]([NH:14][C:2]([NH:55][CH2:54][CH2:53][C:51]2[N:50]=[N:49][NH:48][CH:52]=2)=[O:3])[CH2:35][C:36]2[CH:37]=[CH:38][C:39]([O:42][CH3:43])=[CH:40][CH:41]=2)[CH2:19][CH2:20]1)(=[O:34])[CH2:31][CH2:32][CH3:33].